This data is from NCI-60 drug combinations with 297,098 pairs across 59 cell lines. The task is: Regression. Given two drug SMILES strings and cell line genomic features, predict the synergy score measuring deviation from expected non-interaction effect. Cell line: SNB-19. Drug 1: CC(CN1CC(=O)NC(=O)C1)N2CC(=O)NC(=O)C2. Synergy scores: CSS=8.03, Synergy_ZIP=-4.30, Synergy_Bliss=-5.18, Synergy_Loewe=-4.30, Synergy_HSA=-4.38. Drug 2: CC(C1=C(C=CC(=C1Cl)F)Cl)OC2=C(N=CC(=C2)C3=CN(N=C3)C4CCNCC4)N.